This data is from Full USPTO retrosynthesis dataset with 1.9M reactions from patents (1976-2016). The task is: Predict the reactants needed to synthesize the given product. (1) Given the product [I:1][C:2]1[CH:3]=[CH:4][C:5]([CH2:6][N:7]([CH2:20][C:21]2[N:22]([CH2:26][C:27]([OH:29])=[O:28])[CH:23]=[CH:24][N:25]=2)[CH2:8][CH2:9][C:10]2[CH:11]=[CH:12][C:13]([S:16](=[O:19])(=[O:18])[NH2:17])=[CH:14][CH:15]=2)=[CH:34][CH:35]=1, predict the reactants needed to synthesize it. The reactants are: [I:1][C:2]1[CH:35]=[CH:34][C:5]([CH2:6][N:7]([CH2:20][C:21]2[N:22]([CH2:26][C:27]([O:29]C(C)(C)C)=[O:28])[CH:23]=[CH:24][N:25]=2)[CH2:8][CH2:9][C:10]2[CH:15]=[CH:14][C:13]([S:16](=[O:19])(=[O:18])[NH2:17])=[CH:12][CH:11]=2)=[CH:4][CH:3]=1. (2) Given the product [N:1]1[CH:6]=[CH:5][C:4](/[CH:7]=[CH:8]/[C:9]2[C:17]3[C:12](=[CH:13][C:14](/[CH:18]=[C:30]4/[C:29](=[O:37])[NH:28][C:36]5[C:31]/4=[CH:32][CH:33]=[CH:34][CH:35]=5)=[CH:15][CH:16]=3)[N:11]([CH2:20][O:21][CH2:22][CH2:23][Si:24]([CH3:27])([CH3:26])[CH3:25])[N:10]=2)=[CH:3][CH:2]=1, predict the reactants needed to synthesize it. The reactants are: [N:1]1[CH:6]=[CH:5][C:4](/[CH:7]=[CH:8]/[C:9]2[C:17]3[C:12](=[CH:13][C:14]([CH:18]=O)=[CH:15][CH:16]=3)[N:11]([CH2:20][O:21][CH2:22][CH2:23][Si:24]([CH3:27])([CH3:26])[CH3:25])[N:10]=2)=[CH:3][CH:2]=1.[NH:28]1[C:36]2[C:31](=[CH:32][CH:33]=[CH:34][CH:35]=2)[CH2:30][C:29]1=[O:37].N1CCCCC1. (3) Given the product [CH3:19][O:20][C:21]1[CH:17]=[CH:18][C:12]([CH2:13][N:16]2[C:1](=[O:7])[CH:2]=[CH:3][C:4]2=[O:6])=[CH:11][CH:10]=1, predict the reactants needed to synthesize it. The reactants are: [C:1]1(=[O:7])[O:6][C:4](=O)[CH:3]=[CH:2]1.CO[C:10]1C=C[C:13]([NH2:16])=[CH:12][CH:11]=1.[CH2:17]1[CH2:21][O:20][CH2:19][CH2:18]1. (4) Given the product [CH3:27][N:2]([CH3:1])[CH:3]1[CH2:7][N:6]2[C:8](=[O:26])[C:9]([C:19]3[CH:24]=[CH:23][C:22]([F:25])=[CH:21][CH:20]=3)=[C:10]([C:11]3[CH:16]=[CH:15][N:14]=[C:13]([S:32]([CH3:28])(=[O:34])=[O:31])[N:12]=3)[N:5]2[CH2:4]1, predict the reactants needed to synthesize it. The reactants are: [CH3:1][N:2]([CH3:27])[CH:3]1[CH2:7][N:6]2[C:8](=[O:26])[C:9]([C:19]3[CH:24]=[CH:23][C:22]([F:25])=[CH:21][CH:20]=3)=[C:10]([C:11]3[CH:16]=[CH:15][N:14]=[C:13](SC)[N:12]=3)[N:5]2[CH2:4]1.[CH3:28]O.O[O:31][S:32]([O-:34])=O.[K+].S([O-])(O[O-])(=O)=O.[K+].[K+].